Dataset: Reaction yield outcomes from USPTO patents with 853,638 reactions. Task: Predict the reaction yield, written as a fraction of the theoretical maximum amount of product (1.0 means a 100% yield; for example, 0.34 means a 34% yield). (1) The reactants are [C:1]([C:3]1[C:11]2[C:6](=[CH:7][C:8]([C:12](O)=[O:13])=[CH:9][CH:10]=2)[N:5]([CH2:15][CH3:16])[CH:4]=1)#[N:2].C(Cl)(=O)C([Cl:20])=O. The catalyst is C(Cl)Cl.CN(C=O)C. The product is [C:1]([C:3]1[C:11]2[C:6](=[CH:7][C:8]([C:12]([Cl:20])=[O:13])=[CH:9][CH:10]=2)[N:5]([CH2:15][CH3:16])[CH:4]=1)#[N:2]. The yield is 1.00. (2) The reactants are [O:1]([CH2:8][C:9]1[N:14]=[CH:13][C:12]([CH:15]=O)=[CH:11][CH:10]=1)[C:2]1[CH:7]=[CH:6][CH:5]=[CH:4][CH:3]=1.C[O-].[Li+].[N+:20]([CH3:23])([O-:22])=[O:21].C(OC(=O)C)(=O)C.C(N(CC)CC)C.[BH4-].[Na+]. The catalyst is O.CO.C(OCC)(=O)C. The product is [N+:20]([CH2:23][CH2:15][C:12]1[CH:11]=[CH:10][C:9]([CH2:8][O:1][C:2]2[CH:7]=[CH:6][CH:5]=[CH:4][CH:3]=2)=[N:14][CH:13]=1)([O-:22])=[O:21]. The yield is 0.142. (3) The reactants are [CH:1]1[C:13]2[CH:12]([CH2:14][O:15][C:16]([NH:18][C@@H:19]([C:29]([OH:31])=[O:30])[CH2:20][O:21][CH2:22][C:23]3[CH:28]=[CH:27][CH:26]=[CH:25][CH:24]=3)=[O:17])[C:11]3[C:6](=[CH:7][CH:8]=[CH:9][CH:10]=3)[C:5]=2[CH:4]=[CH:3][CH:2]=1.C(O[C:36]([CH3:39])([CH3:38])[CH3:37])(=O)C.S(=O)(=O)(O)O. The catalyst is ClCCl. The product is [C:36]([O:30][C:29](=[O:31])[C@@H:19]([CH2:20][O:21][CH2:22][C:23]1[CH:24]=[CH:25][CH:26]=[CH:27][CH:28]=1)[NH:18][C:16]([O:15][CH2:14][CH:12]1[C:13]2[CH:1]=[CH:2][CH:3]=[CH:4][C:5]=2[C:6]2[C:11]1=[CH:10][CH:9]=[CH:8][CH:7]=2)=[O:17])([CH3:39])([CH3:38])[CH3:37]. The yield is 0.770. (4) The reactants are C[CH:2]([OH:26])[CH2:3][CH2:4][CH2:5][CH2:6][N:7]1[C:11]2[C:12]([NH2:16])=[CH:13][CH:14]=[CH:15][C:10]=2[N:9]=[C:8]1[NH:17][C:18]1[CH:23]=[CH:22][C:21]([Cl:24])=[CH:20][C:19]=1[Cl:25].[CH:27](=O)[CH3:28].[C:30](O[BH3-])(=O)[CH3:31].[Na+]. The catalyst is CO.C(O)(=O)C.C(=O)([O-])O.[Na+]. The yield is 0.900. The product is [Cl:25][C:19]1[CH:20]=[C:21]([Cl:24])[CH:22]=[CH:23][C:18]=1[NH:17][C:8]1[N:7]([CH2:6][CH2:5][CH2:4][CH2:3][CH2:2][OH:26])[C:11]2[C:12]([N:16]([CH2:27][CH3:28])[CH2:30][CH3:31])=[CH:13][CH:14]=[CH:15][C:10]=2[N:9]=1. (5) The reactants are C[N:2]1[CH:7]=[C:6]([N+:8]([O-:10])=[O:9])[CH:5]=[C:4]([N+]([O-])=O)[C:3]1=O.[OH:15][C@H:16]1[CH2:21]CC(=O)[CH2:18][C@H:17]1[NH:23][C:24](=[O:30])[O:25][C:26]([CH3:29])([CH3:28])[CH3:27]. The product is [OH:15][C@H:16]1[C@@H:17]([NH:23][C:24](=[O:30])[O:25][C:26]([CH3:27])([CH3:29])[CH3:28])[CH2:18][C:3]2[N:2]=[CH:7][C:6]([N+:8]([O-:10])=[O:9])=[CH:5][C:4]=2[CH2:21]1. The yield is 0.330. The catalyst is N.CO. (6) The reactants are C([O:3][C:4]([C:6]1[N:7]=[N:8][CH:9]=[C:10]([O:12][CH3:13])[CH:11]=1)=O)C.[BH4-].[Na+].Cl.C(=O)(O)[O-].[Na+]. The catalyst is C(O)C. The product is [CH3:13][O:12][C:10]1[CH:11]=[C:6]([CH2:4][OH:3])[N:7]=[N:8][CH:9]=1. The yield is 0.830. (7) The reactants are Cl.[CH3:2][O:3][C:4]1[CH:5]=[C:6]2[C:11](=[CH:12][C:13]=1[CH:14]=[O:15])[CH2:10][NH:9][CH2:8][CH2:7]2.C([O-])([O-])=O.[K+].[K+].[CH2:22](Cl)[C:23]1[CH:28]=[CH:27][CH:26]=[CH:25][CH:24]=1.O. The catalyst is CN(C)C=O. The product is [CH2:22]([N:9]1[CH2:8][CH2:7][C:6]2[C:11](=[CH:12][C:13]([CH:14]=[O:15])=[C:4]([O:3][CH3:2])[CH:5]=2)[CH2:10]1)[C:23]1[CH:28]=[CH:27][CH:26]=[CH:25][CH:24]=1. The yield is 0.800. (8) The reactants are Cl[C:2]1[CH:7]=[C:6]([C:8]2[CH:13]=[CH:12][C:11]([C:14]([F:17])([F:16])[F:15])=[CH:10][N:9]=2)[CH:5]=[C:4]([F:18])[N:3]=1.C(Cl)(Cl)Cl.[CH3:23][N:24](C=O)C. The catalyst is C(OCC)(=O)C.[C-]#N.[C-]#N.[Zn+2].C1C=CC(/C=C/C(/C=C/C2C=CC=CC=2)=O)=CC=1.C1C=CC(/C=C/C(/C=C/C2C=CC=CC=2)=O)=CC=1.C1C=CC(/C=C/C(/C=C/C2C=CC=CC=2)=O)=CC=1.[Pd].[Pd].C1C=CC(P(C2C=CC=CC=2)[C-]2C=CC=C2)=CC=1.C1C=CC(P(C2C=CC=CC=2)[C-]2C=CC=C2)=CC=1.[Fe+2]. The product is [F:18][C:4]1[N:3]=[C:2]([C:23]#[N:24])[CH:7]=[C:6]([C:8]2[CH:13]=[CH:12][C:11]([C:14]([F:17])([F:16])[F:15])=[CH:10][N:9]=2)[CH:5]=1. The yield is 0.930.